From a dataset of Catalyst prediction with 721,799 reactions and 888 catalyst types from USPTO. Predict which catalyst facilitates the given reaction. (1) Product: [OH:1][CH2:2][CH2:3][N:4]([CH3:18])[CH:5]1[CH2:8][N:7]([C:9]([O:11][C:12]([CH3:15])([CH3:14])[CH3:13])=[O:10])[CH2:6]1. Reactant: [OH:1][CH2:2][CH2:3][NH:4][CH:5]1[CH2:8][N:7]([C:9]([O:11][C:12]([CH3:15])([CH3:14])[CH3:13])=[O:10])[CH2:6]1.C=O.[CH3:18]C(O)=O. The catalyst class is: 19. (2) Reactant: [CH3:1][C:2]([CH3:19])([CH2:5][C:6]#[C:7][C:8]1[CH:13]=[CH:12][C:11]([O:14][C:15]([F:18])([F:17])[F:16])=[CH:10][CH:9]=1)[CH2:3][OH:4].F[C:21](F)(F)S(OS(C(F)(F)F)(=O)=O)(=O)=O.C([C:39]1[CH:44]=[CH:43][CH:42]=[C:41]([C:45]([CH3:48])([CH3:47])C)[N:40]=1)(C)(C)C.[C:49](=[O:52])([O-])[O-:50].[Cs+].[Cs+].[C:55](#N)[CH3:56]. The catalyst class is: 4. Product: [CH2:55]([O:50][C:49](=[O:52])[CH2:21][N:40]1[C:41]2[C:45](=[CH:47][CH:44]=[C:43]([O:4][CH2:3][C:2]([CH3:19])([CH3:1])[CH2:5][C:6]#[C:7][C:8]3[CH:13]=[CH:12][C:11]([O:14][C:15]([F:16])([F:17])[F:18])=[CH:10][CH:9]=3)[CH:42]=2)[CH:48]=[CH:39]1)[CH3:56]. (3) Reactant: [C:1]1([C@:11]23[CH2:16][C@H:15]2[CH2:14][C:13](=O)[CH2:12]3)[C:10]2[C:5](=[CH:6][CH:7]=[CH:8][CH:9]=2)[CH:4]=[CH:3][CH:2]=1.C([O-])(=O)C.[NH4+].C([BH3-])#[N:24].[Na+].C(OCC)(=O)C.CO.C(N(CC)CC)C. Product: [C:1]1([C@:11]23[CH2:16][C@H:15]2[CH2:14][CH:13]([NH2:24])[CH2:12]3)[C:10]2[C:5](=[CH:6][CH:7]=[CH:8][CH:9]=2)[CH:4]=[CH:3][CH:2]=1. The catalyst class is: 5. (4) Reactant: [CH3:1][O:2][C:3]([C:5]1[C:6]2[C:20]([CH:21]3[CH2:23][CH2:22]3)=[N:19][NH:18][C:7]=2[N:8]=[C:9]([C:11]2[CH:16]=[CH:15][C:14]([OH:17])=[CH:13][CH:12]=2)[CH:10]=1)=[O:4].[O:24]1[CH:29]=[CH:28][CH2:27][CH2:26][CH2:25]1.O.C1(C)C=CC(S(O)(=O)=O)=CC=1.O. Product: [CH3:1][O:2][C:3]([C:5]1[C:6]2[C:20]([CH:21]3[CH2:23][CH2:22]3)=[N:19][N:18]([CH:25]3[CH2:26][CH2:27][CH2:28][CH2:29][O:24]3)[C:7]=2[N:8]=[C:9]([C:11]2[CH:12]=[CH:13][C:14]([OH:17])=[CH:15][CH:16]=2)[CH:10]=1)=[O:4]. The catalyst class is: 1. (5) Reactant: Cl[C:2]1[C:11]2[C:6](=[C:7]([O:14][CH3:15])[C:8]([O:12][CH3:13])=[CH:9][CH:10]=2)[N:5]=[CH:4][N:3]=1.[CH3:16][C:17]1([NH2:22])[CH2:21][CH2:20][O:19][CH2:18]1.CCN(C(C)C)C(C)C.O. Product: [CH3:13][O:12][C:8]1[C:7]([O:14][CH3:15])=[C:6]2[C:11]([C:2]([NH:22][C:17]3([CH3:16])[CH2:21][CH2:20][O:19][CH2:18]3)=[N:3][CH:4]=[N:5]2)=[CH:10][CH:9]=1. The catalyst class is: 32. (6) Reactant: [Cl:1][C:2]1[N:3]=[CH:4][NH:5][C:6]=1[Cl:7].[OH-].[K+].[Br:10][CH2:11][CH2:12][CH2:13][CH2:14][CH2:15][CH2:16][CH2:17][CH3:18].Cl.ClC[C:22]1[CH:31]=[CH:30][C:29]2[C:24](=[CH:25][CH:26]=CC=2)N=1. Product: [CH2:11]([N:5]1[C:6]2[C:29](=[CH:24][CH:25]=[CH:26][CH:2]=2)[CH:30]=[C:31]([CH3:22])[CH2:4]1)[CH2:12][CH2:13][CH2:14][CH2:15][CH2:16][CH2:17][CH3:18].[Br-:10].[Cl:1][C:2]1[NH:3][CH:4]=[NH+:5][C:6]=1[Cl:7]. The catalyst class is: 10.